Dataset: Full USPTO retrosynthesis dataset with 1.9M reactions from patents (1976-2016). Task: Predict the reactants needed to synthesize the given product. (1) Given the product [NH2:36][C:15]1[N:16]=[C:17]([N:19]2[CH:28]([CH3:29])[CH2:27][C:26]3[C:21](=[CH:22][C:23]([CH:30]4[CH2:31][CH2:32][N:33]([C:39]([NH:38][CH3:37])=[O:40])[CH2:34][CH2:35]4)=[CH:24][CH:25]=3)[CH2:20]2)[CH:18]=[C:13]([N:10]2[CH2:11][CH2:12][N:7]([CH3:6])[CH2:8][CH2:9]2)[N:14]=1, predict the reactants needed to synthesize it. The reactants are: Cl.Cl.Cl.Cl.Cl.[CH3:6][N:7]1[CH2:12][CH2:11][N:10]([C:13]2[CH:18]=[C:17]([N:19]3[CH:28]([CH3:29])[CH2:27][C:26]4[C:21](=[CH:22][C:23]([CH:30]5[CH2:35][CH2:34][NH:33][CH2:32][CH2:31]5)=[CH:24][CH:25]=4)[CH2:20]3)[N:16]=[C:15]([NH2:36])[N:14]=2)[CH2:9][CH2:8]1.[CH3:37][N:38]=[C:39]=[O:40]. (2) Given the product [CH3:19][C:20]1[CH:28]=[CH:27][CH:26]=[C:25]([CH3:29])[C:21]=1[C:22]([NH:12][CH:11]([C:5]12[N:4]([CH3:3])[CH:8]([CH2:9][CH2:10]1)[CH2:7][CH2:6]2)[C:13]1[CH:18]=[CH:17][CH:16]=[CH:15][CH:14]=1)=[O:23], predict the reactants needed to synthesize it. The reactants are: Cl.Cl.[CH3:3][N:4]1[CH:8]2[CH2:9][CH2:10][C:5]1([CH:11]([C:13]1[CH:18]=[CH:17][CH:16]=[CH:15][CH:14]=1)[NH2:12])[CH2:6][CH2:7]2.[CH3:19][C:20]1[CH:28]=[CH:27][CH:26]=[C:25]([CH3:29])[C:21]=1[C:22](O)=[O:23].C1C=CC2N(O)N=NC=2C=1.CN(C(ON1N=NC2C=CC=CC1=2)=[N+](C)C)C.[B-](F)(F)(F)F.CCN(C(C)C)C(C)C.